From a dataset of Catalyst prediction with 721,799 reactions and 888 catalyst types from USPTO. Predict which catalyst facilitates the given reaction. (1) Reactant: [C:1]([NH:4][C:5]1[C:14]([Cl:15])=[CH:13][C:8]([C:9]([O:11][CH3:12])=[O:10])=[C:7]([O:16][CH3:17])[CH:6]=1)(=[O:3])[CH3:2].[N+:18]([O-])([OH:20])=[O:19]. Product: [C:1]([NH:4][C:5]1[C:14]([Cl:15])=[CH:13][C:8]([C:9]([O:11][CH3:12])=[O:10])=[C:7]([O:16][CH3:17])[C:6]=1[N+:18]([O-:20])=[O:19])(=[O:3])[CH3:2]. The catalyst class is: 65. (2) Product: [CH2:1]([O:8][C:9]([N:11]1[CH2:12][C@H:13]([O:35][Si:36]([C:39]([CH3:40])([CH3:42])[CH3:41])([CH3:38])[CH3:37])[C@H:14]([NH:16][C:17]2[CH:18]=[C:19]([CH3:34])[C:20]([C:23]3[C:24]([O:32][CH3:33])=[N:25][C:26]([CH:29]([CH3:31])[CH3:30])=[CH:27][CH:28]=3)=[N:21][C:22]=2[Br:50])[CH2:15]1)=[O:10])[C:2]1[CH:7]=[CH:6][CH:5]=[CH:4][CH:3]=1. Reactant: [CH2:1]([O:8][C:9]([N:11]1[CH2:15][C@@H:14]([NH:16][C:17]2[CH:18]=[C:19]([CH3:34])[C:20]([C:23]3[C:24]([O:32][CH3:33])=[N:25][C:26]([CH:29]([CH3:31])[CH3:30])=[CH:27][CH:28]=3)=[N:21][CH:22]=2)[C@@H:13]([O:35][Si:36]([C:39]([CH3:42])([CH3:41])[CH3:40])([CH3:38])[CH3:37])[CH2:12]1)=[O:10])[C:2]1[CH:7]=[CH:6][CH:5]=[CH:4][CH:3]=1.C1C(=O)N([Br:50])C(=O)C1. The catalyst class is: 22. (3) Reactant: C(OC([N:8]([CH:42]1[CH2:47][CH2:46][CH2:45][CH2:44][CH2:43]1)[C:9]1[CH:14]=[C:13]([C:15]2[CH:20]=[C:19](OS(C(F)(F)F)(=O)=O)[CH:18]=[C:17]([N:29]3[CH2:34][CH2:33][N:32](C(OC(C)(C)C)=O)[CH2:31][CH2:30]3)[N:16]=2)[CH:12]=[CH:11][N:10]=1)=O)(C)(C)C.[N:48]1[CH:53]=[C:52](B(O)O)[CH:51]=[N:50][CH:49]=1.C(Cl)Cl.C([O-])([O-])=O.[Na+].[Na+]. Product: [CH:42]1([NH:8][C:9]2[CH:14]=[C:13]([C:15]3[CH:20]=[C:19]([C:52]4[CH:53]=[N:48][CH:49]=[N:50][CH:51]=4)[CH:18]=[C:17]([N:29]4[CH2:34][CH2:33][NH:32][CH2:31][CH2:30]4)[N:16]=3)[CH:12]=[CH:11][N:10]=2)[CH2:43][CH2:44][CH2:45][CH2:46][CH2:47]1. The catalyst class is: 57. (4) Reactant: [Br:1][C:2]1[CH:3]=[C:4]([CH:8]=[CH:9][CH:10]=1)[C:5](Cl)=[O:6].C(N(CC)CC)C.[CH:18]1([NH2:24])[CH2:23][CH2:22][CH2:21][CH2:20][CH2:19]1. Product: [Br:1][C:2]1[CH:3]=[C:4]([CH:8]=[CH:9][CH:10]=1)[C:5]([NH:24][CH:18]1[CH2:23][CH2:22][CH2:21][CH2:20][CH2:19]1)=[O:6]. The catalyst class is: 2. (5) Reactant: [CH2:1]([N:8]1[C:16]2[C:11](=[CH:12][C:13]([OH:17])=[CH:14][CH:15]=2)[C:10]([C:18]([O:20][CH2:21][CH3:22])=[O:19])=[C:9]1[CH:23]([CH3:25])[CH3:24])[C:2]1[CH:7]=[CH:6][CH:5]=[CH:4][CH:3]=1.[O:26]1[CH:31]=[CH:30][CH2:29][CH2:28][CH2:27]1.CC1C=CC(S(O)(=O)=O)=CC=1. Product: [CH2:1]([N:8]1[C:16]2[C:11](=[CH:12][C:13]([O:17][CH:27]3[CH2:28][CH2:29][CH2:30][CH2:31][O:26]3)=[CH:14][CH:15]=2)[C:10]([C:18]([O:20][CH2:21][CH3:22])=[O:19])=[C:9]1[CH:23]([CH3:24])[CH3:25])[C:2]1[CH:3]=[CH:4][CH:5]=[CH:6][CH:7]=1. The catalyst class is: 2.